This data is from Catalyst prediction with 721,799 reactions and 888 catalyst types from USPTO. The task is: Predict which catalyst facilitates the given reaction. (1) Reactant: C[O:2][C:3]([C:5]1[CH:10]=[CH:9][C:8]([C:11]2[CH:16]=[CH:15][C:14]([CH:17]([C:29]3[CH:34]=[CH:33][CH:32]=[CH:31][C:30]=3[CH3:35])[CH2:18][C:19](=[N:27][OH:28])[C:20]3[CH:25]=[CH:24][N:23]=[C:22]([CH3:26])[CH:21]=3)=[CH:13][CH:12]=2)=[CH:7][CH:6]=1)=[O:4].CO.[OH-].[Li+].OS([O-])(=O)=O.[K+]. Product: [OH:28][N:27]=[C:19]([C:20]1[CH:25]=[CH:24][N:23]=[C:22]([CH3:26])[CH:21]=1)[CH2:18][CH:17]([C:14]1[CH:13]=[CH:12][C:11]([C:8]2[CH:9]=[CH:10][C:5]([C:3]([OH:4])=[O:2])=[CH:6][CH:7]=2)=[CH:16][CH:15]=1)[C:29]1[CH:34]=[CH:33][CH:32]=[CH:31][C:30]=1[CH3:35]. The catalyst class is: 1. (2) Reactant: [NH2:1][C:2]1[CH:3]=[C:4]([CH:8]2[C:17]([CH3:19])([CH3:18])[CH2:16][C:15]3[C:10](=[CH:11][CH:12]=[C:13]([C:20]([O-:22])=[O:21])[CH:14]=3)[NH:9]2)[CH:5]=[CH:6][CH:7]=1.[CH:23](N(CC)C(C)C)(C)C.[C:32]1([CH2:38][C:39](Cl)=[O:40])[CH:37]=[CH:36][CH:35]=[CH:34][CH:33]=1.C(OCC)(=O)C. Product: [CH3:23][O:21][C:20]([C:13]1[CH:14]=[C:15]2[C:10](=[CH:11][CH:12]=1)[NH:9][CH:8]([C:4]1[CH:5]=[CH:6][CH:7]=[C:2]([NH:1][C:39](=[O:40])[CH2:38][C:32]3[CH:37]=[CH:36][CH:35]=[CH:34][CH:33]=3)[CH:3]=1)[C:17]([CH3:18])([CH3:19])[CH2:16]2)=[O:22]. The catalyst class is: 4. (3) Reactant: ClCCl.[Cl:4][C:5]1[CH:10]=[CH:9][CH:8]=[CH:7][C:6]=1[CH2:11][NH:12][C:13](=[O:15])[CH3:14].[C:16](Cl)(=[O:18])[CH3:17].[Cl-].[Al+3].[Cl-].[Cl-]. Product: [C:16]([C:8]1[CH:9]=[CH:10][C:5]([Cl:4])=[C:6]([CH2:11][NH:12][C:13](=[O:15])[CH3:14])[CH:7]=1)(=[O:18])[CH3:17]. The catalyst class is: 6. (4) Reactant: C(OC([N:11]1[CH2:16][CH2:15][N:14]([C:17]([CH3:21])([CH3:20])[CH2:18][OH:19])[CH2:13][CH2:12]1)=O)C1C=CC=CC=1. Product: [CH3:21][C:17]([N:14]1[CH2:13][CH2:12][NH:11][CH2:16][CH2:15]1)([CH3:20])[CH2:18][OH:19]. The catalyst class is: 19. (5) Reactant: [CH:1]1[C:13]2[CH:12]([CH2:14][O:15][C:16]([NH:18][C@:19]34[CH2:55][CH2:54][C@@H:53]([C:56]5([CH3:59])[CH2:58][O:57]5)[C@@H:20]3[C@@H:21]3[C@@:34]([CH3:37])([CH2:35][CH2:36]4)[C@@:33]4([CH3:38])[C@@H:24]([C@:25]5([CH3:52])[C@@H:30]([CH2:31][CH2:32]4)[C:29]([CH3:40])([CH3:39])[C:28]([C:41]4[CH:50]=[CH:49][C:44]([C:45]([O:47][CH3:48])=[O:46])=[C:43]([F:51])[CH:42]=4)=[CH:27][CH2:26]5)[CH2:23][CH2:22]3)=[O:17])[C:11]3[C:6](=[CH:7][CH:8]=[CH:9][CH:10]=3)[C:5]=2[CH:4]=[CH:3][CH:2]=1.B(F)(F)F.CCOCC. Product: [CH:1]1[C:13]2[CH:12]([CH2:14][O:15][C:16]([NH:18][C@:19]34[CH2:55][CH2:54][C@@H:53]([CH:56]([CH3:59])[CH:58]=[O:57])[C@@H:20]3[C@@H:21]3[C@@:34]([CH3:37])([CH2:35][CH2:36]4)[C@@:33]4([CH3:38])[C@@H:24]([C@:25]5([CH3:52])[C@@H:30]([CH2:31][CH2:32]4)[C:29]([CH3:40])([CH3:39])[C:28]([C:41]4[CH:50]=[CH:49][C:44]([C:45]([O:47][CH3:48])=[O:46])=[C:43]([F:51])[CH:42]=4)=[CH:27][CH2:26]5)[CH2:23][CH2:22]3)=[O:17])[C:11]3[C:6](=[CH:7][CH:8]=[CH:9][CH:10]=3)[C:5]=2[CH:4]=[CH:3][CH:2]=1. The catalyst class is: 1.